From a dataset of Catalyst prediction with 721,799 reactions and 888 catalyst types from USPTO. Predict which catalyst facilitates the given reaction. (1) Reactant: CC1C=CC(S([N:11]2[C:15]3[N:16]=[CH:17][N:18]=[C:19]([N:20]4[CH2:25][CH2:24][CH2:23][C@H:22]([CH3:26])[CH2:21]4)[C:14]=3[C:13]([C:27]3[CH:28]=[C:29]([CH2:33][OH:34])[CH:30]=[CH:31][CH:32]=3)=[CH:12]2)(=O)=O)=CC=1.O.[OH-].[Li+].O. Product: [CH3:26][C@H:22]1[CH2:23][CH2:24][CH2:25][N:20]([C:19]2[C:14]3[C:13]([C:27]4[CH:28]=[C:29]([CH2:33][OH:34])[CH:30]=[CH:31][CH:32]=4)=[CH:12][NH:11][C:15]=3[N:16]=[CH:17][N:18]=2)[CH2:21]1. The catalyst class is: 41. (2) Reactant: [F:1][C:2]1[CH:7]=[CH:6][C:5]([CH2:8][OH:9])=[C:4]([CH:10]=[CH2:11])[CH:3]=1.[CH2:12]([O:15][C:16]1([CH3:45])[CH2:21][CH2:20][N:19]([C:22]2[N:27]3[N:28]=[C:29]([CH2:31]I)[CH:30]=[C:26]3[N:25]=[C:24]([CH3:33])[C:23]=2[C@H:34]([O:40][C:41]([CH3:44])([CH3:43])[CH3:42])[C:35]([O:37][CH2:38][CH3:39])=[O:36])[CH2:18][CH2:17]1)[CH:13]=[CH2:14].[H-].[Na+]. Product: [CH2:12]([O:15][C:16]1([CH3:45])[CH2:17][CH2:18][N:19]([C:22]2[N:27]3[N:28]=[C:29]([CH2:31][O:9][CH2:8][C:5]4[CH:6]=[CH:7][C:2]([F:1])=[CH:3][C:4]=4[CH:10]=[CH2:11])[CH:30]=[C:26]3[N:25]=[C:24]([CH3:33])[C:23]=2[C@H:34]([O:40][C:41]([CH3:44])([CH3:43])[CH3:42])[C:35]([O:37][CH2:38][CH3:39])=[O:36])[CH2:20][CH2:21]1)[CH:13]=[CH2:14]. The catalyst class is: 3. (3) Reactant: [Cl:1][C:2]1[CH:7]=[CH:6][C:5]([C:8]2[C:12]([C:13]([C:15]3[CH:16]=[N:17][CH:18]=[CH:19][CH:20]=3)=[O:14])=[C:11]([C:21]3[CH:26]=[CH:25][C:24]([F:27])=[CH:23][C:22]=3[F:28])[O:10][N:9]=2)=[C:4]([F:29])[CH:3]=1.[OH-].[K+].[I-].[CH3:33][S+](C)C. Product: [Cl:1][C:2]1[CH:7]=[CH:6][C:5]([C:8]2[C:12]([C:13]3([C:15]4[CH:16]=[N:17][CH:18]=[CH:19][CH:20]=4)[CH2:33][O:14]3)=[C:11]([C:21]3[CH:26]=[CH:25][C:24]([F:27])=[CH:23][C:22]=3[F:28])[O:10][N:9]=2)=[C:4]([F:29])[CH:3]=1. The catalyst class is: 115. (4) Reactant: C([O:3][C:4]([C:6]1([CH:14]=[CH2:15])[CH2:11][O:10][C:9]([CH3:13])([CH3:12])[O:8][CH2:7]1)=[O:5])C.O.[OH-].[Li+].CO. Product: [CH3:12][C:9]1([CH3:13])[O:10][CH2:11][C:6]([CH:14]=[CH2:15])([C:4]([OH:5])=[O:3])[CH2:7][O:8]1. The catalyst class is: 30. (5) Reactant: C1C(=O)N([Br:8])C(=O)C1.[F:9][C:10]1[CH:11]=[CH:12][CH:13]=[C:14]2[C:19]=1[NH:18][C:17](=[O:20])[CH2:16][CH2:15]2.O. Product: [Br:8][C:12]1[CH:13]=[C:14]2[C:19](=[C:10]([F:9])[CH:11]=1)[NH:18][C:17](=[O:20])[CH2:16][CH2:15]2. The catalyst class is: 3.